Dataset: Catalyst prediction with 721,799 reactions and 888 catalyst types from USPTO. Task: Predict which catalyst facilitates the given reaction. (1) Reactant: [OH:1][C:2]1[CH:10]=[C:9]2[C:5]([CH2:6][C:7]3([CH2:19][C:18]4[C:13](=[CH:14][CH:15]=[C:16]([OH:20])[CH:17]=4)[CH2:12]3)[C:8]2=[O:11])=[CH:4][CH:3]=1.[CH2:21]([Li])[CH2:22][CH2:23][CH3:24].[Cl-].[NH4+]. Product: [OH:11][C:8]1([CH2:21][CH2:22][CH2:23][CH3:24])[C:9]2[C:5](=[CH:4][CH:3]=[C:2]([OH:1])[CH:10]=2)[CH2:6][C:7]21[CH2:19][C:18]1[C:13](=[CH:14][CH:15]=[C:16]([OH:20])[CH:17]=1)[CH2:12]2. The catalyst class is: 1. (2) Reactant: [CH3:1][C:2]1[N:7]=[CH:6][C:5]([CH:8]=[O:9])=[CH:4][CH:3]=1.[CH2:10]([Mg]Br)[CH:11]=[CH2:12]. Product: [CH3:1][C:2]1[N:7]=[CH:6][C:5]([CH:8]([OH:9])[CH2:12][CH:11]=[CH2:10])=[CH:4][CH:3]=1. The catalyst class is: 7. (3) Reactant: [N+:1]([C:4]1[CH:5]=[C:6]([S:10]([N:13]([C:20]2[CH:25]=[CH:24][CH:23]=[CH:22][C:21]=2[C:26]([OH:43])([C:39]([F:42])([F:41])[F:40])[C:27]#[C:28][C:29]2[CH:34]=[CH:33][C:32]([S:35]([CH3:38])(=[O:37])=[O:36])=[CH:31][CH:30]=2)[CH2:14][CH2:15][C:16]([F:19])([F:18])[F:17])(=[O:12])=[O:11])[CH:7]=[CH:8][CH:9]=1)([O-])=O.O.O.[Sn](Cl)Cl. Product: [NH2:1][C:4]1[CH:5]=[C:6]([S:10]([N:13]([C:20]2[CH:25]=[CH:24][CH:23]=[CH:22][C:21]=2[C:26]([OH:43])([C:39]([F:42])([F:41])[F:40])[C:27]#[C:28][C:29]2[CH:30]=[CH:31][C:32]([S:35]([CH3:38])(=[O:37])=[O:36])=[CH:33][CH:34]=2)[CH2:14][CH2:15][C:16]([F:19])([F:18])[F:17])(=[O:11])=[O:12])[CH:7]=[CH:8][CH:9]=1. The catalyst class is: 871. (4) The catalyst class is: 21. Product: [OH:1][C:2]1[CH:11]=[C:10]([O:12][CH2:19][O:20][CH3:21])[CH:9]=[CH:8][C:3]=1[C:4]([O:6][CH3:7])=[O:5]. Reactant: [OH:1][C:2]1[CH:11]=[C:10]([OH:12])[CH:9]=[CH:8][C:3]=1[C:4]([O:6][CH3:7])=[O:5].C(=O)([O-])[O-].[K+].[K+].[CH3:19][O:20][CH2:21]Cl.